This data is from Peptide-MHC class I binding affinity with 185,985 pairs from IEDB/IMGT. The task is: Regression. Given a peptide amino acid sequence and an MHC pseudo amino acid sequence, predict their binding affinity value. This is MHC class I binding data. (1) The peptide sequence is GVNNLPYNWK. The MHC is HLA-A03:01 with pseudo-sequence HLA-A03:01. The binding affinity (normalized) is 0.552. (2) The peptide sequence is KAFSPEVI. The MHC is HLA-A30:02 with pseudo-sequence HLA-A30:02. The binding affinity (normalized) is 0. (3) The peptide sequence is RAHYNIVTM. The MHC is H-2-Db with pseudo-sequence H-2-Db. The binding affinity (normalized) is 1.00. (4) The peptide sequence is KIRLRPGGK. The MHC is HLA-B35:03 with pseudo-sequence HLA-B35:03. The binding affinity (normalized) is 0.